Dataset: Forward reaction prediction with 1.9M reactions from USPTO patents (1976-2016). Task: Predict the product of the given reaction. (1) Given the reactants [Cl:1][C:2]1[CH2:6][CH:5]([C:7]([O:9][CH3:10])=[O:8])[N:4]([CH3:11])[N:3]=1.Cl[O-].[Na+], predict the reaction product. The product is: [Cl:1][C:2]1[CH:6]=[C:5]([C:7]([O:9][CH3:10])=[O:8])[N:4]([CH3:11])[N:3]=1. (2) Given the reactants [C:1]([OH:7])(=[O:6])[CH2:2][C:3]([OH:5])=[O:4].[C:8]1(O)[CH:13]=[CH:12][CH:11]=[CH:10][CH:9]=1.P(Cl)(Cl)(Cl)=O, predict the reaction product. The product is: [C:1]([O:7][C:8]1[CH:13]=[CH:12][CH:11]=[CH:10][CH:9]=1)(=[O:6])[CH2:2][C:3]([O:5][C:8]1[CH:13]=[CH:12][CH:11]=[CH:10][CH:9]=1)=[O:4]. (3) Given the reactants [ClH:1].O1CCOCC1.[C:8]([N:11]1[C:20]2[C:15](=[CH:16][C:17]([C:21]3[CH:26]=[CH:25][C:24]([C:27]([N:29]4[CH2:34][CH2:33][O:32][CH2:31][CH2:30]4)=[O:28])=[CH:23][N:22]=3)=[CH:18][CH:19]=2)[C@H:14]([NH:35]C(=O)OC(C)(C)C)[CH2:13][C@@H:12]1[CH3:43])(=[O:10])[CH3:9].CO, predict the reaction product. The product is: [ClH:1].[NH2:35][C@H:14]1[C:15]2[C:20](=[CH:19][CH:18]=[C:17]([C:21]3[CH:26]=[CH:25][C:24]([C:27]([N:29]4[CH2:34][CH2:33][O:32][CH2:31][CH2:30]4)=[O:28])=[CH:23][N:22]=3)[CH:16]=2)[N:11]([C:8](=[O:10])[CH3:9])[C@@H:12]([CH3:43])[CH2:13]1. (4) Given the reactants [Br:1][C:2]1[C:3]([C:12]2[O:13][CH:14]=[CH:15][CH:16]=2)=[N:4][C:5]([NH2:11])=[N:6][C:7]=1S(C)=O.[C:17]1([OH:23])[CH:22]=[CH:21][CH:20]=[CH:19][CH:18]=1.C1CCN2C(=NCCC2)CC1, predict the reaction product. The product is: [Br:1][C:2]1[C:3]([C:12]2[O:13][CH:14]=[CH:15][CH:16]=2)=[N:4][C:5]([NH2:11])=[N:6][C:7]=1[O:23][C:17]1[CH:22]=[CH:21][CH:20]=[CH:19][CH:18]=1. (5) Given the reactants [CH3:1][S:2]([O:5][C:6]1[CH:11]=[CH:10][CH:9]=[C:8]([Cl:12])[C:7]=1[CH:13]1[O:17][N:16]=[C:15]([C:18](=O)[CH2:19]Br)[CH2:14]1)(=[O:4])=[O:3].[C:22]([C:25]1([C:43]([O:45][CH3:46])=[O:44])[CH2:30][CH2:29][N:28]([C:31](=[O:42])[NH:32][C:33]2[N:37]([CH3:38])[N:36]=[C:35]([CH:39]([F:41])[F:40])[CH:34]=2)[CH2:27][CH2:26]1)(=[S:24])[NH2:23].O, predict the reaction product. The product is: [Cl:12][C:8]1[CH:9]=[CH:10][CH:11]=[C:6]([O:5][S:2]([CH3:1])(=[O:4])=[O:3])[C:7]=1[CH:13]1[O:17][N:16]=[C:15]([C:18]2[N:23]=[C:22]([C:25]3([C:43]([O:45][CH3:46])=[O:44])[CH2:26][CH2:27][N:28]([C:31](=[O:42])[NH:32][C:33]4[N:37]([CH3:38])[N:36]=[C:35]([CH:39]([F:41])[F:40])[CH:34]=4)[CH2:29][CH2:30]3)[S:24][CH:19]=2)[CH2:14]1. (6) The product is: [C:1]([O:5][C:6](=[O:16])[NH:7][C:8]1[CH:13]=[CH:12][C:11]([Cl:14])=[CH:10][C:9]=1[NH:15][C:22](=[O:21])[CH2:23][C:24]([C:26]1[CH:31]=[CH:30][CH:29]=[C:28]([C:32]2[C:33]([CH3:38])=[N:34][CH:35]=[CH:36][CH:37]=2)[CH:27]=1)=[O:25])([CH3:4])([CH3:2])[CH3:3]. Given the reactants [C:1]([O:5][C:6](=[O:16])[NH:7][C:8]1[CH:13]=[CH:12][C:11]([Cl:14])=[CH:10][C:9]=1[NH2:15])([CH3:4])([CH3:3])[CH3:2].C([O:21][C:22](=O)[CH2:23][C:24]([C:26]1[CH:31]=[CH:30][CH:29]=[C:28]([C:32]2[C:33]([CH3:38])=[N:34][CH:35]=[CH:36][CH:37]=2)[CH:27]=1)=[O:25])(C)(C)C, predict the reaction product.